From a dataset of Forward reaction prediction with 1.9M reactions from USPTO patents (1976-2016). Predict the product of the given reaction. (1) Given the reactants C([N:3](C(=O)C1C=CC(O)=CC=1)[C:4]1[CH:9]=[C:8]([O:10][CH3:11])[CH:7]=[CH:6][C:5]=1[CH:12]1[CH2:21][CH2:20][C:19]2[CH:18]=[C:17]([O:22]C(=O)C(C)(C)C)[CH:16]=[CH:15][C:14]=2[CH2:13]1)C.Cl[CH2:39][C:40]([N:42]1[CH2:51][CH2:50][C:45]2([O:49][CH2:48][CH2:47][O:46]2)[CH2:44][CH2:43]1)=O, predict the reaction product. The product is: [O:49]1[C:45]2([CH2:50][CH2:51][N:42]([CH2:40][CH2:39][O:10][C:8]3[CH:9]=[CH:4][C:5]([CH2:12][CH2:13][CH2:14][NH:3][C:4]4[CH:9]=[C:8]([O:10][CH3:11])[CH:7]=[CH:6][C:5]=4[CH:12]4[CH2:21][CH2:20][C:19]5[CH:18]=[C:17]([OH:22])[CH:16]=[CH:15][C:14]=5[CH2:13]4)=[CH:6][CH:7]=3)[CH2:43][CH2:44]2)[O:46][CH2:47][CH2:48]1. (2) Given the reactants C([O:3][C:4](=[O:30])[CH2:5][NH:6][C:7](=[O:29])[CH2:8][O:9][N:10]=[C:11]1[C:23]2[C:18](=[N:19][C:20]([C:26](=[O:28])[NH2:27])=[C:21]([C:24]#[N:25])[N:22]=2)[C:17]2[CH:16]=[CH:15][CH:14]=[CH:13][C:12]1=2)C.O[Li].O.Cl, predict the reaction product. The product is: [C:26]([C:20]1[N:19]=[C:18]2[C:17]3[CH:16]=[CH:15][CH:14]=[CH:13][C:12]=3[C:11](=[N:10][O:9][CH2:8][C:7]([NH:6][CH2:5][C:4]([OH:30])=[O:3])=[O:29])[C:23]2=[N:22][C:21]=1[C:24]#[N:25])(=[O:28])[NH2:27]. (3) Given the reactants Cl[C:2]1[C:3]2[N:11]=[N:10][N:9]([CH2:12][C:13]3[CH:18]=[CH:17][CH:16]=[C:15]([C:19]4([OH:23])[CH2:22][CH2:21][CH2:20]4)[N:14]=3)[C:4]=2[N:5]=[C:6]([NH2:8])[N:7]=1.[CH3:24][O:25][C:26]1[CH:27]=[C:28](B(O)O)[CH:29]=[CH:30][CH:31]=1, predict the reaction product. The product is: [CH3:24][O:25][C:26]1[CH:31]=[C:30]([C:2]2[C:3]3[N:11]=[N:10][N:9]([CH2:12][C:13]4[CH:18]=[CH:17][CH:16]=[C:15]([C:19]5([OH:23])[CH2:22][CH2:21][CH2:20]5)[N:14]=4)[C:4]=3[N:5]=[C:6]([NH2:8])[N:7]=2)[CH:29]=[CH:28][CH:27]=1. (4) Given the reactants [CH3:1][O:2][C:3]1[CH:4]=[C:5](B(O)O)[CH:6]=[CH:7][CH:8]=1.Br[C:13]1[CH:14]=[C:15]([CH:19]([CH:26]2[CH2:28][CH2:27]2)[NH:20][S:21]([CH2:24][CH3:25])(=[O:23])=[O:22])[CH:16]=[N:17][CH:18]=1.C([O-])([O-])=O.[Na+].[Na+], predict the reaction product. The product is: [CH:26]1([CH:19]([C:15]2[CH:16]=[N:17][CH:18]=[C:13]([C:8]3[CH:7]=[CH:6][CH:5]=[CH:4][C:3]=3[O:2][CH3:1])[CH:14]=2)[NH:20][S:21]([CH2:24][CH3:25])(=[O:23])=[O:22])[CH2:28][CH2:27]1. (5) Given the reactants O.O.[Sn](Cl)Cl.[CH3:6][O:7][C:8]([C:10]1[CH:11]=[CH:12][C:13]([N+:19]([O-])=O)=[C:14]2[O:18][CH:17]=[CH:16][C:15]=12)=[O:9], predict the reaction product. The product is: [CH3:6][O:7][C:8]([C:10]1[CH:11]=[CH:12][C:13]([NH2:19])=[C:14]2[O:18][CH:17]=[CH:16][C:15]=12)=[O:9]. (6) Given the reactants [NH2:1][C:2]1[C:6]([C:7]([OH:9])=O)=[CH:5][NH:4][N:3]=1.C(Cl)CCl.C1C=CC2N(O)N=NC=2C=1.[CH3:24][C@H:25]1[NH:30][CH2:29][CH2:28][N:27]([C@H:31]([C:34]2[CH:39]=[CH:38][CH:37]=[CH:36][CH:35]=2)[CH2:32][OH:33])[CH2:26]1, predict the reaction product. The product is: [NH2:1][C:2]1[C:6]([C:7]([N:30]2[CH2:29][CH2:28][N:27]([C@H:31]([C:34]3[CH:39]=[CH:38][CH:37]=[CH:36][CH:35]=3)[CH2:32][OH:33])[CH2:26][C@H:25]2[CH3:24])=[O:9])=[CH:5][NH:4][N:3]=1. (7) The product is: [F:33][CH:4]([F:3])[CH2:5][O:6][C:7]1[N:14]=[C:13]([O:15][C:16]2[CH:21]=[CH:20][C:19]3[B:22]([OH:26])[O:23][CH2:31][C:18]=3[CH:17]=2)[CH:12]=[CH:11][C:8]=1[C:9]#[N:10]. Given the reactants [BH4-].[Na+].[F:3][CH:4]([F:33])[CH2:5][O:6][C:7]1[N:14]=[C:13]([O:15][C:16]2[CH:21]=[CH:20][C:19]([B:22]3[O:26]C(C)(C)C(C)(C)[O:23]3)=[C:18]([CH:31]=O)[CH:17]=2)[CH:12]=[CH:11][C:8]=1[C:9]#[N:10], predict the reaction product. (8) Given the reactants O[CH2:2][C@@H:3]([N:10]1[C:18](=[O:19])[C:17]2[C:12](=[CH:13][CH:14]=[CH:15][CH:16]=2)[C:11]1=[O:20])[C:4]1[CH:9]=[CH:8][CH:7]=[CH:6][CH:5]=1.F.F.F.C(N(CC)CC)C.[F:31]C(F)(S(F)(=O)=O)C(F)(F)C(F)(F)C(F)(F)F.CCN(C(C)C)C(C)C, predict the reaction product. The product is: [F:31][CH2:2][C@@H:3]([N:10]1[C:18](=[O:19])[C:17]2[C:12](=[CH:13][CH:14]=[CH:15][CH:16]=2)[C:11]1=[O:20])[C:4]1[CH:9]=[CH:8][CH:7]=[CH:6][CH:5]=1.